This data is from Reaction yield outcomes from USPTO patents with 853,638 reactions. The task is: Predict the reaction yield, written as a fraction of the theoretical maximum amount of product (1.0 means a 100% yield; for example, 0.34 means a 34% yield). (1) The reactants are [Cl:1][C:2]1[C:7]([C:8]([F:11])([F:10])[F:9])=[CH:6][CH:5]=[C:4](Cl)[N:3]=1.[NH3:13]. No catalyst specified. The product is [Cl:1][C:2]1[N:3]=[C:4]([NH2:13])[CH:5]=[CH:6][C:7]=1[C:8]([F:11])([F:10])[F:9]. The yield is 0.460. (2) The reactants are C[O:2][C:3](=[O:22])[C:4]1[C:5](=[C:10]([O:14][CH2:15][C:16]2[CH:21]=[CH:20][CH:19]=[CH:18][CH:17]=2)[CH:11]=[CH:12][CH:13]=1)[C:6]([O:8]C)=[O:7].[OH-].[Na+]. The catalyst is C(O)C. The product is [CH2:15]([O:14][C:10]1[CH:11]=[CH:12][CH:13]=[C:4]([C:3]([OH:22])=[O:2])[C:5]=1[C:6]([OH:8])=[O:7])[C:16]1[CH:21]=[CH:20][CH:19]=[CH:18][CH:17]=1. The yield is 0.740.